From a dataset of Full USPTO retrosynthesis dataset with 1.9M reactions from patents (1976-2016). Predict the reactants needed to synthesize the given product. (1) Given the product [Cl:1][C:2]1[CH:3]=[C:4]([CH:9]([C:25]([F:27])([F:26])[F:28])/[CH:10]=[CH:11]/[C:12]2[CH:13]=[CH:14][C:15]([N:20]3[CH:24]=[N:23][CH:22]=[N:21]3)=[C:16]([CH:19]=2)/[C:17](=[N:36]/[OH:35])/[NH2:18])[CH:5]=[C:6]([Cl:8])[CH:7]=1, predict the reactants needed to synthesize it. The reactants are: [Cl:1][C:2]1[CH:3]=[C:4]([CH:9]([C:25]([F:28])([F:27])[F:26])/[CH:10]=[CH:11]/[C:12]2[CH:13]=[CH:14][C:15]([N:20]3[CH:24]=[N:23][CH:22]=[N:21]3)=[C:16]([CH:19]=2)[C:17]#[N:18])[CH:5]=[C:6]([Cl:8])[CH:7]=1.CC([O-])=O.[Na+].[Cl-].[OH:35][NH3+:36]. (2) Given the product [ClH:42].[C:31]([N:34]1[CH2:35][CH2:36][CH:37]([C:40]([N:17]([CH2:16][CH2:15][CH2:14][N:11]2[CH2:10][CH2:9][CH:8]([CH2:1][C:2]3[CH:7]=[CH:6][CH:5]=[CH:4][CH:3]=3)[CH2:13][CH2:12]2)[C:18]2[CH:19]=[N:20][CH:21]=[CH:22][CH:23]=2)=[O:41])[CH2:38][CH2:39]1)(=[O:33])[CH3:32], predict the reactants needed to synthesize it. The reactants are: [CH2:1]([CH:8]1[CH2:13][CH2:12][N:11]([CH2:14][CH2:15][CH2:16][NH:17][C:18]2[CH:19]=[N:20][CH:21]=[CH:22][CH:23]=2)[CH2:10][CH2:9]1)[C:2]1[CH:7]=[CH:6][CH:5]=[CH:4][CH:3]=1.C(N(CC)CC)C.[C:31]([N:34]1[CH2:39][CH2:38][CH:37]([C:40]([Cl:42])=[O:41])[CH2:36][CH2:35]1)(=[O:33])[CH3:32].C([O-])(O)=O.[Na+]. (3) Given the product [Br:15][C:16]1[CH:24]=[CH:23][C:19]([C:20]([N:5]2[CH2:6][CH2:7][N:2]([CH3:1])[CH2:3][CH2:4]2)=[O:21])=[CH:18][CH:17]=1, predict the reactants needed to synthesize it. The reactants are: [CH3:1][N:2]1[CH2:7][CH2:6][NH:5][CH2:4][CH2:3]1.CCN(CC)CC.[Br:15][C:16]1[CH:24]=[CH:23][C:19]([C:20](Cl)=[O:21])=[CH:18][CH:17]=1.